Dataset: Forward reaction prediction with 1.9M reactions from USPTO patents (1976-2016). Task: Predict the product of the given reaction. (1) Given the reactants FC([P:8](=[O:23])([C:16]([F:22])([F:21])[C:17]([F:20])([F:19])[F:18])[C:9]([F:15])([F:14])[C:10]([F:13])([F:12])[F:11])(F)C(F)(F)F.P(C(C(F)(F)F)(F)F)(C(C(F)(F)F)(F)F)C(C(F)(F)F)(F)F.[CH3:46][N:47]1[CH:51]=[CH:50][N:49]=[CH:48]1.[F:52][C:53]([F:64])([C:57]([F:63])([F:62])[C:58]([F:61])([F:60])[F:59])[CH2:54][CH2:55][OH:56], predict the reaction product. The product is: [F:22][C:16]([P:8]([C:9]([F:14])([F:15])[C:10]([F:13])([F:12])[F:11])(=[O:56])[O-:23])([F:21])[C:17]([F:18])([F:19])[F:20].[F:52][C:53]([F:64])([C:57]([F:63])([F:62])[C:58]([F:61])([F:60])[F:59])[CH2:54][CH2:55][N+:49]1[CH:50]=[CH:51][N:47]([CH3:46])[CH:48]=1. (2) Given the reactants C([O:3][C:4]([C:6]1[N:7]=[CH:8][N:9]([C:11]2[CH:16]=[CH:15][CH:14]=[C:13]([C:17]3[CH:22]=[CH:21][N:20]=[C:19]([F:23])[CH:18]=3)[CH:12]=2)[CH:10]=1)=[O:5])C.[OH-].[K+], predict the reaction product. The product is: [F:23][C:19]1[CH:18]=[C:17]([C:13]2[CH:12]=[C:11]([N:9]3[CH:10]=[C:6]([C:4]([OH:5])=[O:3])[N:7]=[CH:8]3)[CH:16]=[CH:15][CH:14]=2)[CH:22]=[CH:21][N:20]=1. (3) Given the reactants [CH3:1][O:2][C:3]1[CH:8]=[CH:7][C:6]([C@@H:9]([NH:11][C@@H:12]2[C:17]3=[N:18][CH:19]=[CH:20][CH:21]=[C:16]3[O:15][CH2:14][CH2:13]2)[CH3:10])=[CH:5][CH:4]=1.C=O.[C:24](O)(=O)C.C(O[BH-](OC(=O)C)OC(=O)C)(=O)C.[Na+], predict the reaction product. The product is: [CH3:24][N:11]([C@H:9]([C:6]1[CH:7]=[CH:8][C:3]([O:2][CH3:1])=[CH:4][CH:5]=1)[CH3:10])[C@@H:12]1[C:17]2=[N:18][CH:19]=[CH:20][CH:21]=[C:16]2[O:15][CH2:14][CH2:13]1. (4) Given the reactants C([O:8][C:9]1[CH:14]=[C:13](I)[CH:12]=[CH:11][C:10]=1[N:16]1[S:20](=[O:22])(=[O:21])[N:19](CC[Si](C)(C)C)[C:18](=[O:29])[CH2:17]1)C1C=CC=CC=1.[C:30]([O:35][C:36]([CH3:39])([CH3:38])[CH3:37])(=[O:34])[C:31]([CH3:33])=[CH2:32], predict the reaction product. The product is: [C:36]([O:35][C:30](=[O:34])[CH:31]([CH3:33])[CH2:32][C:13]1[CH:12]=[CH:11][C:10]([N:16]2[CH2:17][C:18](=[O:29])[NH:19][S:20]2(=[O:21])=[O:22])=[C:9]([OH:8])[CH:14]=1)([CH3:39])([CH3:38])[CH3:37]. (5) The product is: [ClH:42].[Cl:43][C:38]1[CH:37]=[C:36](/[CH:35]=[CH:34]/[C:33]([N:28]2[CH2:29][CH2:30][C:31](=[O:32])[N:25]([CH2:24][CH2:23][CH2:22][CH2:21][N:9]3[CH2:10][CH2:11][CH:12]([OH:13])[CH:7]([OH:6])[CH2:8]3)[CH2:26][CH2:27]2)=[O:44])[CH:41]=[CH:40][C:39]=1[Cl:42]. Given the reactants C([Si](C)(C)[O:6][CH:7]1[CH:12]([O:13][Si](C(C)(C)C)(C)C)[CH2:11][CH2:10][N:9]([CH2:21][CH2:22][CH2:23][CH2:24][N:25]2[C:31](=[O:32])[CH2:30][CH2:29][N:28]([C:33](=[O:44])/[CH:34]=[CH:35]/[C:36]3[CH:41]=[CH:40][C:39]([Cl:42])=[C:38]([Cl:43])[CH:37]=3)[CH2:27][CH2:26]2)[CH2:8]1)(C)(C)C.Cl, predict the reaction product.